Dataset: NCI-60 drug combinations with 297,098 pairs across 59 cell lines. Task: Regression. Given two drug SMILES strings and cell line genomic features, predict the synergy score measuring deviation from expected non-interaction effect. Drug 1: COC1=CC(=CC(=C1O)OC)C2C3C(COC3=O)C(C4=CC5=C(C=C24)OCO5)OC6C(C(C7C(O6)COC(O7)C8=CC=CS8)O)O. Drug 2: C1CN1P(=S)(N2CC2)N3CC3. Cell line: A549. Synergy scores: CSS=48.8, Synergy_ZIP=-7.55, Synergy_Bliss=-4.42, Synergy_Loewe=-0.898, Synergy_HSA=1.74.